Regression. Given a peptide amino acid sequence and an MHC pseudo amino acid sequence, predict their binding affinity value. This is MHC class II binding data. From a dataset of Peptide-MHC class II binding affinity with 134,281 pairs from IEDB. (1) The peptide sequence is ERIFKRFDTNGDGKI. The MHC is HLA-DQA10401-DQB10402 with pseudo-sequence HLA-DQA10401-DQB10402. The binding affinity (normalized) is 0.134. (2) The peptide sequence is LRIKSYEDAKSPLTA. The MHC is DRB1_1201 with pseudo-sequence DRB1_1201. The binding affinity (normalized) is 0.318. (3) The peptide sequence is INEPTAAAVAYGLDR. The MHC is HLA-DQA10401-DQB10402 with pseudo-sequence HLA-DQA10401-DQB10402. The binding affinity (normalized) is 0.569.